Dataset: Reaction yield outcomes from USPTO patents with 853,638 reactions. Task: Predict the reaction yield, written as a fraction of the theoretical maximum amount of product (1.0 means a 100% yield; for example, 0.34 means a 34% yield). (1) The reactants are Br.Br[CH2:3][C:4]([C:6]1[CH:11]=[CH:10][N:9]=[CH:8][CH:7]=1)=O.[CH3:12][C:13]1[CH:14]=[C:15]([NH:20][C:21]([NH2:23])=[S:22])[CH:16]=[C:17]([CH3:19])[CH:18]=1.N. The catalyst is CCO.O. The product is [CH3:19][C:17]1[CH:16]=[C:15]([NH:20][C:21]2[S:22][CH:3]=[C:4]([C:6]3[CH:11]=[CH:10][N:9]=[CH:8][CH:7]=3)[N:23]=2)[CH:14]=[C:13]([CH3:12])[CH:18]=1. The yield is 0.910. (2) The reactants are [Br:1][C:2]1[C:3]([F:23])=[CH:4][C:5]2[N:9]=[C:8]([C@@H:10]3[CH2:14][CH2:13][CH2:12][N:11]3[C:15]([O:17][C:18]([CH3:21])([CH3:20])[CH3:19])=[O:16])[NH:7][C:6]=2[CH:22]=1.[H-].[Na+].[CH3:26][Si:27]([CH3:34])([CH3:33])[CH2:28][CH2:29][O:30][CH2:31]Cl.O. The catalyst is C1COCC1.CCOC(C)=O. The product is [Br:1][C:2]1[C:3]([F:23])=[CH:4][C:5]2[N:9]([CH2:31][O:30][CH2:29][CH2:28][Si:27]([CH3:34])([CH3:33])[CH3:26])[C:8]([C@@H:10]3[CH2:14][CH2:13][CH2:12][N:11]3[C:15]([O:17][C:18]([CH3:19])([CH3:20])[CH3:21])=[O:16])=[N:7][C:6]=2[CH:22]=1. The yield is 0.890. (3) The reactants are [CH2:1]([C:3]1[C:8]2[N:9]=[C:10](N)[S:11][C:7]=2[CH:6]=[CH:5][CH:4]=1)[CH3:2].[OH-].[K+].[Cl:15][CH2:16]C(OC)(OC)OC. The catalyst is COCCO.O. The product is [Cl:15][CH2:16][C:10]1[S:11][C:7]2[CH:6]=[CH:5][CH:4]=[C:3]([CH2:1][CH3:2])[C:8]=2[N:9]=1. The yield is 0.340. (4) The reactants are [Cl:1][C:2]1[C:11]([O:12][CH3:13])=[C:10]2[C:5]([CH:6]=[C:7]([C:14]([OH:16])=O)[N:8]=[CH:9]2)=[CH:4][CH:3]=1.[NH:17]1[CH:21]=[CH:20][N:19]=[C:18]1[NH:22][C:23]([C:25]1[C:33]2[NH:32][C:31]([NH2:34])=[N:30][C:29]=2[CH:28]=[CH:27][CH:26]=1)=[O:24].CN(C(ON1N=NC2C=CC=CC1=2)=[N+](C)C)C.F[P-](F)(F)(F)(F)F.CCN(C(C)C)C(C)C. The catalyst is CN(C=O)C. The product is [NH:19]1[CH:20]=[CH:21][N:17]=[C:18]1[NH:22][C:23]([C:25]1[C:33]2[N:32]=[C:31]([NH:34][C:14]([C:7]3[N:8]=[CH:9][C:10]4[C:5]([CH:6]=3)=[CH:4][CH:3]=[C:2]([Cl:1])[C:11]=4[O:12][CH3:13])=[O:16])[NH:30][C:29]=2[CH:28]=[CH:27][CH:26]=1)=[O:24]. The yield is 0.130. (5) The reactants are [CH3:1]C(C)([O-])C.[K+].[C:7]([C:9]1[CH:13]=[C:12]([CH:14]([C:18]#[N:19])[CH:15]([CH3:17])[CH3:16])[S:11][CH:10]=1)#[N:8].[C:20]([O:23][CH2:24][CH3:25])(=[O:22])[CH3:21]. The catalyst is CN(C=O)C. The product is [C:18]([C:14]([C:12]1[S:11][CH:10]=[C:9]([C:7]#[N:8])[CH:13]=1)([CH:15]([CH3:16])[CH3:17])[CH2:1][CH2:21][C:20]([O:23][CH2:24][CH3:25])=[O:22])#[N:19]. The yield is 0.600.